Dataset: Full USPTO retrosynthesis dataset with 1.9M reactions from patents (1976-2016). Task: Predict the reactants needed to synthesize the given product. (1) The reactants are: [CH3:1][N:2]1[CH:6]=[C:5]([CH2:7][C:8]([O:10]C)=[O:9])[C:4]([O:12][CH2:13][C:14]2[CH:15]=[N:16][C:17]([O:20][CH2:21][C:22]3[N:23]=[C:24]([C:27]4[CH:32]=[CH:31][CH:30]=[CH:29][CH:28]=4)[S:25][CH:26]=3)=[CH:18][CH:19]=2)=[N:3]1.[OH-].[Na+].O1CCCC1.Cl. Given the product [CH3:1][N:2]1[CH:6]=[C:5]([CH2:7][C:8]([OH:10])=[O:9])[C:4]([O:12][CH2:13][C:14]2[CH:15]=[N:16][C:17]([O:20][CH2:21][C:22]3[N:23]=[C:24]([C:27]4[CH:32]=[CH:31][CH:30]=[CH:29][CH:28]=4)[S:25][CH:26]=3)=[CH:18][CH:19]=2)=[N:3]1, predict the reactants needed to synthesize it. (2) Given the product [Br-:8].[F:22][CH:21]([F:23])[C:20]([NH:19][C@H:16]([CH2:17][F:18])[C@H:15]([O:14][C:12](=[O:13])[CH2:11][CH2:10][CH2:9][N+:2]([CH3:4])([CH3:3])[CH3:1])[C:25]1[CH:30]=[CH:29][C:28]([C:31]2[CH:32]=[N:33][C:34]([CH2:37][NH:38][S:39]([CH3:42])(=[O:41])=[O:40])=[CH:35][CH:36]=2)=[CH:27][CH:26]=1)=[O:24], predict the reactants needed to synthesize it. The reactants are: [CH3:1][N:2]([CH3:4])[CH3:3].C(O)C.[Br:8][CH2:9][CH2:10][CH2:11][C:12]([O:14][C@H:15]([C:25]1[CH:30]=[CH:29][C:28]([C:31]2[CH:32]=[N:33][C:34]([CH2:37][NH:38][S:39]([CH3:42])(=[O:41])=[O:40])=[CH:35][CH:36]=2)=[CH:27][CH:26]=1)[C@H:16]([NH:19][C:20](=[O:24])[CH:21]([F:23])[F:22])[CH2:17][F:18])=[O:13]. (3) Given the product [Cl:4][C:5]1[CH:6]=[C:7]([CH2:13][C:14]([OH:16])=[O:15])[CH:8]=[CH:9][C:10]=1[S:11][CH3:12], predict the reactants needed to synthesize it. The reactants are: O.NN.[Cl:4][C:5]1[CH:6]=[C:7]([C:13](=O)[C:14]([OH:16])=[O:15])[CH:8]=[CH:9][C:10]=1[S:11][CH3:12].[OH-].[K+].C(OCC)(=O)C.CCCCCC.